From a dataset of Forward reaction prediction with 1.9M reactions from USPTO patents (1976-2016). Predict the product of the given reaction. (1) The product is: [Cl:1][C:2]1[N:3]=[C:4]([N:21]2[CH2:22][CH2:23][O:24][CH2:25][C@@H:20]2[CH3:19])[C:5]2[S:10][CH2:9][CH2:8][C:6]=2[N:7]=1. Given the reactants [Cl:1][C:2]1[N:3]=[C:4](Cl)[C:5]2[S:10][CH2:9][CH2:8][C:6]=2[N:7]=1.CCN(CC)CC.[CH3:19][C@H:20]1[CH2:25][O:24][CH2:23][CH2:22][NH:21]1, predict the reaction product. (2) Given the reactants [CH3:1][NH:2][CH3:3].[C:4]([O:8][C:9]([N:11]1[CH2:16][CH2:15][N:14]([CH2:17][C:18]([N:20]2[C:28]3[C:23](=[CH:24][CH:25]=[C:26]([C:29](O)=[O:30])[CH:27]=3)[CH2:22][CH2:21]2)=[O:19])[CH2:13][C@H:12]1[CH3:32])=[O:10])([CH3:7])([CH3:6])[CH3:5], predict the reaction product. The product is: [C:4]([O:8][C:9]([N:11]1[CH2:16][CH2:15][N:14]([CH2:17][C:18]([N:20]2[C:28]3[C:23](=[CH:24][CH:25]=[C:26]([C:29](=[O:30])[N:2]([CH3:3])[CH3:1])[CH:27]=3)[CH2:22][CH2:21]2)=[O:19])[CH2:13][C@H:12]1[CH3:32])=[O:10])([CH3:7])([CH3:5])[CH3:6]. (3) Given the reactants [CH3:1][O:2][C:3]([C:5]1[O:6][C:7]([C:9]2[C:14]([C:15]=1[C:16]1[CH:21]=[CH:20][CH:19]=[CH:18][CH:17]=1)=[CH:13][C:12]([Br:22])=[CH:11][CH:10]=2)=O)=[O:4].[CH3:23][O:24][C:25](=[O:34])[C:26]1[CH:31]=[CH:30][C:29]([CH2:32][NH2:33])=[CH:28][CH:27]=1, predict the reaction product. The product is: [CH3:1][O:2][C:3]([C:5]1[N:33]([CH2:32][C:29]2[CH:30]=[CH:31][C:26]([C:25]([O:24][CH3:23])=[O:34])=[CH:27][CH:28]=2)[C:7](=[O:6])[C:9]2[C:14]([C:15]=1[C:16]1[CH:21]=[CH:20][CH:19]=[CH:18][CH:17]=1)=[CH:13][C:12]([Br:22])=[CH:11][CH:10]=2)=[O:4]. (4) Given the reactants [NH2:1][C:2]1[S:6][N:5]=[C:4]([CH3:7])[C:3]=1[C:8]([NH:10][C:11]1[CH:16]=[CH:15][C:14]([F:17])=[C:13]([F:18])[CH:12]=1)=[O:9].Br[C:20]1[CH:27]=[CH:26][C:23]([C:24]#[N:25])=[CH:22][N:21]=1.C(=O)([O-])[O-].[Cs+].[Cs+].CC1(C)C2C(=C(P(C3C=CC=CC=3)C3C=CC=CC=3)C=CC=2)OC2C(P(C3C=CC=CC=3)C3C=CC=CC=3)=CC=CC1=2, predict the reaction product. The product is: [C:24]([C:23]1[CH:26]=[CH:27][C:20]([NH:1][C:2]2[S:6][N:5]=[C:4]([CH3:7])[C:3]=2[C:8]([NH:10][C:11]2[CH:16]=[CH:15][C:14]([F:17])=[C:13]([F:18])[CH:12]=2)=[O:9])=[N:21][CH:22]=1)#[N:25]. (5) Given the reactants Br[C:2]1[CH:15]=[CH:14][C:5]([C:6]([NH:8][CH2:9][CH2:10][CH:11]([CH3:13])[CH3:12])=[O:7])=[CH:4][C:3]=1[CH3:16].[CH3:17][O:18][C:19]1[CH:20]=[C:21]([CH:23]=[CH:24][CH:25]=1)[NH2:22].CC(C1C=C(C(C)C)C(C2C=CC=CC=2P(C2CCCCC2)C2CCCCC2)=C(C(C)C)C=1)C.C([O-])([O-])=O.[K+].[K+], predict the reaction product. The product is: [CH3:17][O:18][C:19]1[CH:20]=[C:21]([NH:22][C:2]2[CH:15]=[CH:14][C:5]([C:6]([NH:8][CH2:9][CH2:10][CH:11]([CH3:13])[CH3:12])=[O:7])=[CH:4][C:3]=2[CH3:16])[CH:23]=[CH:24][CH:25]=1. (6) Given the reactants [Cl:1][C:2]1[CH:7]=[CH:6][C:5]([C:8]2[C:14]3[CH:15]=[C:16]([O:19][CH3:20])[CH:17]=[CH:18][C:13]=3[N:12]3[C:21]([CH3:24])=[N:22][N:23]=[C:11]3[C@H:10]([CH2:25][C:26]([OH:28])=[O:27])[N:9]=2)=[CH:4][CH:3]=1.[CH3:29][N:30]([CH3:35])[CH2:31][CH2:32][CH2:33][NH2:34].CN(C(ON1N=NC2C=CC=NC1=2)=[N+](C)C)C.F[P-](F)(F)(F)(F)F.CCN(C(C)C)C(C)C, predict the reaction product. The product is: [CH:26]([OH:28])=[O:27].[Cl:1][C:2]1[CH:3]=[CH:4][C:5]([C:8]2[C:14]3[CH:15]=[C:16]([O:19][CH3:20])[CH:17]=[CH:18][C:13]=3[N:12]3[C:21]([CH3:24])=[N:22][N:23]=[C:11]3[C@H:10]([CH2:25][C:26]([NH:34][CH2:33][CH2:32][CH2:31][N:30]([CH3:35])[CH3:29])=[O:27])[N:9]=2)=[CH:6][CH:7]=1. (7) Given the reactants [CH2:1]([N:3]1[CH2:7][CH2:6][CH2:5][CH:4]1[CH2:8][O:9][C:10]1[CH:11]=[C:12]2[C:17](=[CH:18][CH:19]=1)[CH:16]=[C:15]([C:20]1[C:28]3[C:23](=[CH:24][CH:25]=[C:26]([C:29]#[N:30])[CH:27]=3)[N:22](C3CCCCO3)[N:21]=1)[CH:14]=[CH:13]2)[CH3:2].[OH-].[K+].F[P-](F)(F)(F)(F)F.N1(OC(N(C)C)=[N+](C)C)C2C=[CH:52][CH:53]=[CH:54][C:49]=2N=N1.O.[OH:64]N1C2C=CC=CC=2N=N1.C(N(CC)CC)C.CN(C)CCN, predict the reaction product. The product is: [CH:54]1([CH2:49][NH:30][C:29]([C:26]2[CH:27]=[C:28]3[C:23](=[CH:24][CH:25]=2)[NH:22][N:21]=[C:20]3[C:15]2[CH:14]=[CH:13][C:12]3[C:17](=[CH:18][CH:19]=[C:10]([O:9][CH2:8][CH:4]4[CH2:5][CH2:6][CH2:7][N:3]4[CH2:1][CH3:2])[CH:11]=3)[CH:16]=2)=[O:64])[CH2:52][CH2:53]1. (8) Given the reactants [OH:1][CH2:2][C:3]1([C:20](=[O:30])[NH:21][CH2:22][C:23]2[C:28]([CH3:29])=[CH:27][CH:26]=[CH:25][N:24]=2)[CH2:8][CH2:7][N:6]([C:9](=[O:19])[CH2:10][NH:11][C:12](=[O:18])[O:13][C:14]([CH3:17])([CH3:16])[CH3:15])[CH2:5][CH2:4]1.[CH2:31]([C:33]1[CH:38]=[CH:37][C:36]([N:39]=[C:40]=[O:41])=[CH:35][CH:34]=1)[CH3:32], predict the reaction product. The product is: [CH2:31]([C:33]1[CH:38]=[CH:37][C:36]([NH:39][C:40](=[O:41])[O:1][CH2:2][C:3]2([C:20](=[O:30])[NH:21][CH2:22][C:23]3[C:28]([CH3:29])=[CH:27][CH:26]=[CH:25][N:24]=3)[CH2:4][CH2:5][N:6]([C:9](=[O:19])[CH2:10][NH:11][C:12]([O:13][C:14]([CH3:17])([CH3:16])[CH3:15])=[O:18])[CH2:7][CH2:8]2)=[CH:35][CH:34]=1)[CH3:32]. (9) The product is: [CH3:18][C:17]1[CH:16]=[C:15]([N:19]2[CH2:24][CH2:23][O:22][CH2:21][CH2:20]2)[CH:14]=[C:13]([CH3:25])[C:12]=1[C:10]1[NH:11][C:7]2[CH:6]=[C:5]([C:3]([OH:4])=[O:2])[CH:27]=[CH:26][C:8]=2[N:9]=1. Given the reactants C[O:2][C:3]([C:5]1[CH:27]=[CH:26][C:8]2[N:9]=[C:10]([C:12]3[C:17]([CH3:18])=[CH:16][C:15]([N:19]4[CH2:24][CH2:23][O:22][CH2:21][CH2:20]4)=[CH:14][C:13]=3[CH3:25])[NH:11][C:7]=2[CH:6]=1)=[O:4].[Li+].[OH-].Cl, predict the reaction product.